From a dataset of Reaction yield outcomes from USPTO patents with 853,638 reactions. Predict the reaction yield, written as a fraction of the theoretical maximum amount of product (1.0 means a 100% yield; for example, 0.34 means a 34% yield). (1) The product is [Br:26][CH2:20][C:17]1[O:16][C:15]([C@@:7]([CH:1]2[CH2:6][CH2:5][CH2:4][CH2:3][CH2:2]2)([C:9]2[CH:14]=[CH:13][CH:12]=[CH:11][CH:10]=2)[OH:8])=[N:19][CH:18]=1. The yield is 0.770. The reactants are [CH:1]1([C@:7]([C:15]2[O:16][C:17]([CH2:20]N(C)C)=[CH:18][N:19]=2)([C:9]2[CH:14]=[CH:13][CH:12]=[CH:11][CH:10]=2)[OH:8])[CH2:6][CH2:5][CH2:4][CH2:3][CH2:2]1.N#C[Br:26]. The catalyst is C(Cl)Cl. (2) The reactants are C([O:8][C:9]1[CH:29]=[CH:28][C:12]([O:13][CH2:14][CH2:15][CH2:16][CH2:17][CH2:18][CH2:19][C:20]([C:22]2[O:23][C:24]([CH3:27])=[N:25][N:26]=2)=[O:21])=[CH:11][CH:10]=1)C1C=CC=CC=1. The catalyst is CCOC(C)=O.[Pd]. The product is [OH:8][C:9]1[CH:29]=[CH:28][C:12]([O:13][CH2:14][CH2:15][CH2:16][CH2:17][CH2:18][CH2:19][C:20]([C:22]2[O:23][C:24]([CH3:27])=[N:25][N:26]=2)=[O:21])=[CH:11][CH:10]=1. The yield is 0.710.